This data is from Full USPTO retrosynthesis dataset with 1.9M reactions from patents (1976-2016). The task is: Predict the reactants needed to synthesize the given product. (1) Given the product [OH:39][C:18]([CH3:38])([CH3:17])[CH2:19][N:20]1[CH:28]=[C:27]2[C:22]([CH:23]=[CH:24][C:25]([C:2]3[C:11]4[C:6](=[CH:7][CH:8]=[C:9]([NH:12][S:13]([CH3:16])(=[O:15])=[O:14])[CH:10]=4)[CH:5]=[N:4][CH:3]=3)=[CH:26]2)=[N:21]1, predict the reactants needed to synthesize it. The reactants are: Cl[C:2]1[C:11]2[C:6](=[CH:7][CH:8]=[C:9]([NH:12][S:13]([CH3:16])(=[O:15])=[O:14])[CH:10]=2)[CH:5]=[N:4][CH:3]=1.[CH3:17][C:18]([OH:39])([CH3:38])[CH2:19][N:20]1[CH:28]=[C:27]2[C:22]([CH:23]=[CH:24][C:25](B3OC(C)(C)C(C)(C)O3)=[CH:26]2)=[N:21]1.[O-]P([O-])([O-])=O.[K+].[K+].[K+]. (2) Given the product [Br:1][C:2]1[CH:7]=[CH:6][N:5]=[C:4]2[N:8]([CH3:12])[CH:9]=[C:10]([C:22]3[CH:21]=[CH:20][C:16]4[O:17][CH2:18][CH2:19][N:14]([CH3:13])[C:15]=4[CH:23]=3)[C:3]=12, predict the reactants needed to synthesize it. The reactants are: [Br:1][C:2]1[CH:7]=[CH:6][N:5]=[C:4]2[N:8]([CH3:12])[CH:9]=[C:10](I)[C:3]=12.[CH3:13][N:14]1[CH2:19][CH2:18][O:17][C:16]2[CH:20]=[CH:21][C:22](B3OC(C)(C)C(C)(C)O3)=[CH:23][C:15]1=2.C(=O)([O-])[O-].[Na+].[Na+].CN(C=O)C.